From a dataset of Reaction yield outcomes from USPTO patents with 853,638 reactions. Predict the reaction yield, written as a fraction of the theoretical maximum amount of product (1.0 means a 100% yield; for example, 0.34 means a 34% yield). (1) The reactants are [N:1]1[CH:6]=[CH:5][CH:4]=[CH:3][C:2]=1[C:7]1[N:11]=[C:10]([C:12]2[CH:17]=[C:16]([OH:18])[CH:15]=[C:14]([C:19]#[N:20])[CH:13]=2)[O:9][N:8]=1.C(=O)([O-])[O-].[K+].[K+].Br[CH2:28][C:29]([O:31][CH3:32])=[O:30]. The catalyst is CN(C)C=O.ClCCl. The product is [N:1]1[CH:6]=[CH:5][CH:4]=[CH:3][C:2]=1[C:7]1[N:11]=[C:10]([C:12]2[CH:17]=[C:16]([O:18][CH2:28][C:29]([O:31][CH3:32])=[O:30])[CH:15]=[C:14]([C:19]#[N:20])[CH:13]=2)[O:9][N:8]=1. The yield is 0.260. (2) The reactants are Br[C:2]1[C:10]2[O:9][CH2:8][C@@H:7]([N:11]([C:26](=[O:31])[C:27]([F:30])([F:29])[F:28])[C:12]3[CH:25]=[CH:24][C:15]4[C@H:16]([CH2:19][C:20]([O:22][CH3:23])=[O:21])[CH2:17][O:18][C:14]=4[CH:13]=3)[C:6]=2[CH:5]=[CH:4][CH:3]=1.[F:32][C:33]1[N:38]=[CH:37][C:36]([NH2:39])=[CH:35][CH:34]=1.C1(P(C2C=CC=CC=2)C2C3OC4C(=CC=CC=4P(C4C=CC=CC=4)C4C=CC=CC=4)C(C)(C)C=3C=CC=2)C=CC=CC=1.C(=O)([O-])[O-].[Cs+].[Cs+]. The catalyst is C1(C)C=CC=CC=1.C1C=CC(/C=C/C(/C=C/C2C=CC=CC=2)=O)=CC=1.C1C=CC(/C=C/C(/C=C/C2C=CC=CC=2)=O)=CC=1.C1C=CC(/C=C/C(/C=C/C2C=CC=CC=2)=O)=CC=1.[Pd].[Pd]. The product is [F:32][C:33]1[N:38]=[CH:37][C:36]([NH:39][C:2]2[C:10]3[O:9][CH2:8][C@@H:7]([N:11]([C:26](=[O:31])[C:27]([F:30])([F:29])[F:28])[C:12]4[CH:25]=[CH:24][C:15]5[C@H:16]([CH2:19][C:20]([O:22][CH3:23])=[O:21])[CH2:17][O:18][C:14]=5[CH:13]=4)[C:6]=3[CH:5]=[CH:4][CH:3]=2)=[CH:35][CH:34]=1. The yield is 0.620. (3) The reactants are C[C:2]1[CH:7]=[C:6](C)[CH:5]=[C:4]([CH3:9])[C:3]=1S([O-])(=O)=O.[NH2:14][N+:15]1[CH:20]=[C:19]([F:21])[C:18]([C:22]([O:24][CH3:25])=[O:23])=[CH:17][C:16]=1[NH2:26].C(Cl)(=O)C1C=CC=CC=1. The catalyst is N1C=CC=CC=1. The product is [F:21][C:19]1[C:18]([C:22]([O:24][CH3:25])=[O:23])=[CH:17][C:16]2[N:15]([N:14]=[C:9]([C:4]3[CH:3]=[CH:2][CH:7]=[CH:6][CH:5]=3)[N:26]=2)[CH:20]=1. The yield is 0.498.